The task is: Predict the reaction yield, written as a fraction of the theoretical maximum amount of product (1.0 means a 100% yield; for example, 0.34 means a 34% yield).. This data is from Reaction yield outcomes from USPTO patents with 853,638 reactions. (1) The reactants are [N:1]1([C:5]([C:7]2[CH:36]=[CH:35][C:10]([O:11][C:12]3[CH:13]=[C:14]([C:24]4[NH:28][C:27]([C:29]5[O:30][C:31]([CH3:34])=[N:32][N:33]=5)=[CH:26][CH:25]=4)[CH:15]=[C:16]([O:18][C@@H:19]([CH3:23])[CH2:20][O:21]C)[CH:17]=3)=[C:9]([F:37])[CH:8]=2)=[O:6])[CH2:4][CH2:3][CH2:2]1.B(Br)(Br)Br.ClCCl.C(=O)([O-])O.[Na+]. The catalyst is ClCCl. The product is [N:1]1([C:5]([C:7]2[CH:36]=[CH:35][C:10]([O:11][C:12]3[CH:17]=[C:16]([CH:15]=[C:14]([C:24]4[NH:28][C:27]([C:29]5[O:30][C:31]([CH3:34])=[N:32][N:33]=5)=[CH:26][CH:25]=4)[CH:13]=3)[O:18][C@@H:19]([CH3:23])[CH2:20][OH:21])=[C:9]([F:37])[CH:8]=2)=[O:6])[CH2:4][CH2:3][CH2:2]1. The yield is 0.210. (2) The catalyst is C(O)(C)(C)C. The product is [NH:35]1[C:31]2=[N:32][CH:33]=[N:34][C:29]([NH:20][CH:18]([C:4]3[O:3][C:2](=[O:1])[C:11]4[C:6]([C:5]=3[C:12]3[CH:17]=[CH:16][CH:15]=[CH:14][CH:13]=3)=[CH:7][CH:8]=[CH:9][CH:10]=4)[CH3:19])=[C:30]2[CH:37]=[N:36]1. The yield is 0.560. The reactants are [O:1]=[C:2]1[C:11]2[C:6](=[CH:7][CH:8]=[CH:9][CH:10]=2)[C:5]([C:12]2[CH:17]=[CH:16][CH:15]=[CH:14][CH:13]=2)=[C:4]([CH:18]([NH:20]C(=O)OC(C)(C)C)[CH3:19])[O:3]1.Cl[C:29]1[N:34]=[CH:33][N:32]=[C:31]2[NH:35][N:36]=[CH:37][C:30]=12.CCN(C(C)C)C(C)C.